Task: Regression. Given a peptide amino acid sequence and an MHC pseudo amino acid sequence, predict their binding affinity value. This is MHC class I binding data.. Dataset: Peptide-MHC class I binding affinity with 185,985 pairs from IEDB/IMGT The peptide sequence is LNCLSLLLSV. The MHC is HLA-A68:02 with pseudo-sequence HLA-A68:02. The binding affinity (normalized) is 0.232.